This data is from Forward reaction prediction with 1.9M reactions from USPTO patents (1976-2016). The task is: Predict the product of the given reaction. (1) Given the reactants [Cl:1][C:2]1[S:6][C:5]([NH:7][C:8]([N:10]2[CH2:15][CH2:14][NH:13][CH2:12][CH2:11]2)=[O:9])=[N:4][C:3]=1[CH2:16][CH3:17].[C:18]([N:22]1[CH2:27][CH2:26][N:25](C(OC(C)(C)C)=O)[C@@H:24]([C:35](O)=[O:36])[CH2:23]1)([CH3:21])([CH3:20])[CH3:19].C1C=CC2N(O)N=NC=2C=1.CCN=C=NCCCN(C)C.CCN(C(C)C)C(C)C, predict the reaction product. The product is: [NH3:4].[CH3:8][OH:9].[C:18]([N:22]1[CH2:27][CH2:26][NH:25][C@@H:24]([C:35]([N:13]2[CH2:14][CH2:15][N:10]([C:8]([NH:7][C:5]3[S:6][C:2]([Cl:1])=[C:3]([CH2:16][CH3:17])[N:4]=3)=[O:9])[CH2:11][CH2:12]2)=[O:36])[CH2:23]1)([CH3:21])([CH3:20])[CH3:19]. (2) Given the reactants [Cl:1][C:2]1[N:3]=[C:4]([N:13]2[CH2:18][CH2:17][O:16][CH2:15][CH2:14]2)[C:5]2[S:10][C:9]([CH:11]=O)=[CH:8][C:6]=2[N:7]=1.[N:19]1([CH:25]2[CH2:30][CH2:29][NH:28][CH2:27][CH2:26]2)[CH2:24][CH2:23][CH2:22][CH2:21][CH2:20]1, predict the reaction product. The product is: [Cl:1][C:2]1[N:3]=[C:4]([N:13]2[CH2:18][CH2:17][O:16][CH2:15][CH2:14]2)[C:5]2[S:10][C:9]([CH2:11][N:28]3[CH2:29][CH2:30][CH:25]([N:19]4[CH2:24][CH2:23][CH2:22][CH2:21][CH2:20]4)[CH2:26][CH2:27]3)=[CH:8][C:6]=2[N:7]=1. (3) Given the reactants [C:1]1([CH2:7][O:8][CH2:9][CH2:10][O:11][CH2:12][CH2:13][O:14][CH2:15][CH2:16][O:17][CH2:18][CH2:19][O:20][CH2:21][CH2:22][O:23][CH2:24][CH2:25][OH:26])[CH:6]=[CH:5][CH:4]=[CH:3][CH:2]=1.CC(C)([O-])C.[K+].CC1C=CC(S(O[CH2:44][CH2:45][O:46][CH2:47][CH2:48][O:49][CH2:50][CH2:51][O:52][CH3:53])(=O)=O)=CC=1.O, predict the reaction product. The product is: [C:1]1([CH2:7][O:8][CH2:9][CH2:10][O:11][CH2:12][CH2:13][O:14][CH2:15][CH2:16][O:17][CH2:18][CH2:19][O:20][CH2:21][CH2:22][O:23][CH2:24][CH2:25][O:26][CH2:44][CH2:45][O:46][CH2:47][CH2:48][O:49][CH2:50][CH2:51][O:52][CH3:53])[CH:6]=[CH:5][CH:4]=[CH:3][CH:2]=1. (4) Given the reactants [C:1]([NH:8][CH2:9][CH2:10][NH:11][C@H:12]([CH2:33][C:34]1[CH:39]=[CH:38][C:37]([Cl:40])=[CH:36][CH:35]=1)[C:13]([NH:15][N:16]1[CH2:20][CH2:19][C@H:18]([N:21]([CH:27]2[CH2:32][CH2:31][CH2:30][CH2:29][CH2:28]2)[C:22](=[O:26])[CH:23]([CH3:25])[CH3:24])[CH2:17]1)=[O:14])([O:3][C:4]([CH3:7])([CH3:6])[CH3:5])=[O:2].[CH2:41]=O, predict the reaction product. The product is: [CH3:41][CH:9]([NH:8][C:1]([O:3][C:4]([CH3:5])([CH3:6])[CH3:7])=[O:2])[CH2:10][NH:11][C@H:12]([CH2:33][C:34]1[CH:35]=[CH:36][C:37]([Cl:40])=[CH:38][CH:39]=1)[C:13]([NH:15][N:16]1[CH2:20][CH2:19][C@H:18]([N:21]([CH:27]2[CH2:28][CH2:29][CH2:30][CH2:31][CH2:32]2)[C:22](=[O:26])[CH:23]([CH3:25])[CH3:24])[CH2:17]1)=[O:14].